Dataset: Human liver microsome stability data. Task: Regression/Classification. Given a drug SMILES string, predict its absorption, distribution, metabolism, or excretion properties. Task type varies by dataset: regression for continuous measurements (e.g., permeability, clearance, half-life) or binary classification for categorical outcomes (e.g., BBB penetration, CYP inhibition). Dataset: hlm. (1) The molecule is C=C[C@@H]1C[C@]1(NC(=O)[C@@H]1C[C@]2(OC)CN1C(=O)[C@H](C(C)(C)C)NC(=O)OCCCCCCc1cc3cc2ccc3cc1OC)C(=O)NS(=O)(=O)C1CC1. The result is 1 (stable in human liver microsomes). (2) The drug is CCN(CC)CCS(=O)(=O)Nc1ccc2c(c1)S(=O)(=O)NC(c1c(O)c(-c3cccs3)nn(CCC(C)C)c1=O)=N2. The result is 0 (unstable in human liver microsomes). (3) The result is 1 (stable in human liver microsomes). The molecule is CC(C)(C)[C@@H](CO)NC(=O)n1c(=O)n(CCN2CCOCC2)c2ccccc21.